Dataset: Catalyst prediction with 721,799 reactions and 888 catalyst types from USPTO. Task: Predict which catalyst facilitates the given reaction. (1) Reactant: [Br:1][C:2]1[CH:3]=[CH:4][C:5]([F:22])=[C:6]([C:8](=O)[C:9]([F:20])([F:19])[CH2:10][O:11][Si:12]([C:15]([CH3:18])([CH3:17])[CH3:16])([CH3:14])[CH3:13])[CH:7]=1.[CH3:23][C:24]([S:27]([NH2:30])(=O)=[O:28])([CH3:26])[CH3:25]. Product: [Br:1][C:2]1[CH:3]=[CH:4][C:5]([F:22])=[C:6]([C:8](=[N:30][S:27]([C:24]([CH3:26])([CH3:25])[CH3:23])=[O:28])[C:9]([F:20])([F:19])[CH2:10][O:11][Si:12]([C:15]([CH3:18])([CH3:17])[CH3:16])([CH3:14])[CH3:13])[CH:7]=1. The catalyst class is: 1. (2) Reactant: [N:1]([C:4]1([CH3:10])[CH2:9][CH2:8][O:7][CH2:6][CH2:5]1)=C=O.[ClH:11]. Product: [ClH:11].[CH3:10][C:4]1([NH2:1])[CH2:9][CH2:8][O:7][CH2:6][CH2:5]1. The catalyst class is: 1. (3) Reactant: [CH3:1][C:2]1([CH3:12])[CH2:6][CH2:5][C:4](=[C:7]([C:10]#[N:11])[C:8]#[N:9])[CH2:3]1.[C:13](=[S:15])=[S:14].C(N(CC)CC)C.O. Product: [NH2:11][C:10]1[S:15][C:13](=[S:14])[C:5]2[CH2:6][C:2]([CH3:12])([CH3:1])[CH2:3][C:4]=2[C:7]=1[C:8]#[N:9]. The catalyst class is: 9. (4) Reactant: [NH:1]1[C:5]2=[N:6][CH:7]=[CH:8][CH:9]=[C:4]2[C:3]([C:10]([O:12][CH3:13])=[O:11])=[CH:2]1.Cl[C:15]1[C:16]2[CH:23]=[CH:22][N:21]([CH3:24])[C:17]=2[N:18]=[CH:19][N:20]=1.C(=O)([O-])[O-].[K+].[K+].O. Product: [CH3:24][N:21]1[C:17]2[N:18]=[CH:19][N:20]=[C:15]([N:1]3[C:5]4=[N:6][CH:7]=[CH:8][CH:9]=[C:4]4[C:3]([C:10]([O:12][CH3:13])=[O:11])=[CH:2]3)[C:16]=2[CH:23]=[CH:22]1. The catalyst class is: 148.